The task is: Predict the reactants needed to synthesize the given product.. This data is from Full USPTO retrosynthesis dataset with 1.9M reactions from patents (1976-2016). (1) Given the product [F:13][C:9]1[CH:8]=[C:7]([CH:4]2[CH2:5][CH2:6][O:1][CH2:2][CH2:3]2)[CH:12]=[CH:11][N:10]=1, predict the reactants needed to synthesize it. The reactants are: [O:1]1[CH2:6][CH:5]=[C:4]([C:7]2[CH:12]=[CH:11][N:10]=[C:9]([F:13])[CH:8]=2)[CH2:3][CH2:2]1.[H][H]. (2) Given the product [C:25]([O:29][C:30](=[O:35])[NH:31][CH2:32][CH2:33][O:24][C:21]1[CH:22]=[C:23]2[C:18]([CH2:17][CH2:16][N:15]=[C:14]2[C:10]2([C:8]3[CH:7]=[CH:6][CH:5]=[C:4]([Cl:3])[N:9]=3)[CH2:13][CH2:12][CH2:11]2)=[CH:19][CH:20]=1)([CH3:28])([CH3:27])[CH3:26], predict the reactants needed to synthesize it. The reactants are: [H-].[Na+].[Cl:3][C:4]1[N:9]=[C:8]([C:10]2([C:14]3[C:23]4[C:18](=[CH:19][CH:20]=[C:21]([OH:24])[CH:22]=4)[CH2:17][CH2:16][N:15]=3)[CH2:13][CH2:12][CH2:11]2)[CH:7]=[CH:6][CH:5]=1.[C:25]([O:29][C:30](=[O:35])[NH:31][CH2:32][CH2:33]Br)([CH3:28])([CH3:27])[CH3:26]. (3) Given the product [CH3:12][S:13]([O:11][C@H:8]1[CH2:9][CH2:10][C@@H:5]([C:2]([F:4])([F:1])[CH3:3])[CH2:6][CH2:7]1)(=[O:15])=[O:14], predict the reactants needed to synthesize it. The reactants are: [F:1][C:2]([C@@H:5]1[CH2:10][CH2:9][C@H:8]([OH:11])[CH2:7][CH2:6]1)([F:4])[CH3:3].[CH3:12][S:13](O[S:13]([CH3:12])(=[O:15])=[O:14])(=[O:15])=[O:14].C(N(CC)CC)C.O. (4) Given the product [CH3:1][CH2:6][CH2:5][CH2:7][NH:9][C:10]([O:11][CH2:20][C:19]#[C:18][I:17])=[O:31], predict the reactants needed to synthesize it. The reactants are: [CH:1]1[CH:6]=[C:5]2[C:7]([N:9](SC(Cl)(Cl)Cl)[C:10](=[O:11])C2=CC=1)=O.[I:17][CH:18](C)[CH:19](C#CC)[CH2:20]NC(=O)[O-].[H][H].[OH2:31]. (5) Given the product [CH2:1]([C:3]1[CH:8]=[CH:7][C:6]2[O:9][C:11]([CH3:13])([CH3:12])[CH2:10][C:5]=2[CH:4]=1)[CH3:2], predict the reactants needed to synthesize it. The reactants are: [CH2:1]([C:3]1[CH:8]=[CH:7][C:6]([OH:9])=[C:5]([CH2:10][C:11]([CH3:13])=[CH2:12])[CH:4]=1)[CH3:2].O.C1(C)C=CC(S(O)(=O)=O)=CC=1. (6) Given the product [CH:1]([C:4]1[C:13]2[C:8](=[CH:9][C:10]([N:29]3[CH2:34][CH2:33][O:32][CH2:31][CH2:30]3)=[CH:11][CH:12]=2)[CH:7]=[C:6]([NH:22][C:23]2[CH:27]=[C:26]([CH3:28])[NH:25][N:24]=2)[N:5]=1)([CH3:3])[CH3:2], predict the reactants needed to synthesize it. The reactants are: [CH:1]([C:4]1[C:13]2[C:8](=[CH:9][C:10](OS(C(F)(F)F)(=O)=O)=[CH:11][CH:12]=2)[CH:7]=[C:6]([NH:22][C:23]2[CH:27]=[C:26]([CH3:28])[NH:25][N:24]=2)[N:5]=1)([CH3:3])[CH3:2].[NH:29]1[CH2:34][CH2:33][O:32][CH2:31][CH2:30]1. (7) Given the product [CH2:52]([O:53][C:54](=[O:55])[C:29]([O:28][C:26]1[CH:47]=[CH:48][C:49]([O:10][CH2:9][CH:8]=[C:7]([C:4]2[CH:3]=[CH:2][C:1]([C:12]3[CH:13]=[CH:14][CH:15]=[CH:16][CH:17]=3)=[CH:6][CH:5]=2)[CH3:11])=[CH:50][CH:45]=1)([CH3:30])[CH3:31])[CH3:51], predict the reactants needed to synthesize it. The reactants are: [C:1]1([C:12]2[CH:17]=[CH:16][CH:15]=[CH:14][CH:13]=2)[CH:6]=[CH:5][C:4]([C:7]([CH3:11])=[CH:8][CH2:9][OH:10])=[CH:3][CH:2]=1.[CH3:30][CH:29]([O:28][C:26](/N=N/[C:26]([O:28][CH:29]([CH3:31])[CH3:30])=O)=O)[CH3:31].[CH:49]1[CH:50]=[CH:45]C(P([C:45]2[CH:50]=[CH:49][CH:48]=[CH:47]C=2)[C:49]2[CH:50]=[CH:45]C=[CH:47][CH:48]=2)=[CH:47][CH:48]=1.[CH3:51][CH2:52][O:53][C:54](C)=[O:55]. (8) Given the product [Cl:1][C:2]1[CH:8]=[C:7]([O:9][C:10]2[C:19]3[C:14](=[CH:15][C:16]([O:22][CH3:23])=[C:17]([O:20][CH3:21])[CH:18]=3)[N:13]=[CH:12][N:11]=2)[CH:6]=[CH:5][C:3]=1[NH:4][C:35](=[O:34])[O:36][CH2:27][CH2:26][CH2:25][CH3:24], predict the reactants needed to synthesize it. The reactants are: [Cl:1][C:2]1[CH:8]=[C:7]([O:9][C:10]2[C:19]3[C:14](=[CH:15][C:16]([O:22][CH3:23])=[C:17]([O:20][CH3:21])[CH:18]=3)[N:13]=[CH:12][N:11]=2)[CH:6]=[CH:5][C:3]=1[NH2:4].[C:24]1(C)C=C[CH:27]=[CH:26][CH:25]=1.ClC(Cl)([O:34][C:35](=O)[O:36]C(Cl)(Cl)Cl)Cl.C(=O)(O)[O-].[Na+].